From a dataset of Full USPTO retrosynthesis dataset with 1.9M reactions from patents (1976-2016). Predict the reactants needed to synthesize the given product. Given the product [ClH:1].[ClH:1].[F:44][C:42]([F:43])([F:45])[C:39]1[CH:40]=[CH:41][C:36](/[CH:35]=[CH:34]/[CH:33]=[CH:32]/[C:31]([N:28]2[CH2:29][CH2:30][N:25]([CH2:24][CH2:23][CH2:22][N:19]3[CH2:20][CH2:21][N:16]([C:14](=[O:15])/[CH:13]=[CH:12]/[CH:11]=[CH:10]/[C:7]4[CH:6]=[CH:5][C:4]([C:3]([F:47])([F:48])[F:2])=[CH:9][CH:8]=4)[CH2:17][CH2:18]3)[CH2:26][CH2:27]2)=[O:46])=[CH:37][CH:38]=1, predict the reactants needed to synthesize it. The reactants are: [ClH:1].[F:2][C:3]([F:48])([F:47])[C:4]1[CH:9]=[CH:8][C:7](/[CH:10]=[CH:11]/[CH:12]=[CH:13]/[C:14]([N:16]2[CH2:21][CH2:20][N:19]([CH2:22][CH2:23][CH2:24][N:25]3[CH2:30][CH2:29][N:28]([C:31](=[O:46])/[CH:32]=[CH:33]/[CH:34]=[CH:35]/[C:36]4[CH:41]=[CH:40][C:39]([C:42]([F:45])([F:44])[F:43])=[CH:38][CH:37]=4)[CH2:27][CH2:26]3)[CH2:18][CH2:17]2)=[O:15])=[CH:6][CH:5]=1.